This data is from Peptide-MHC class II binding affinity with 134,281 pairs from IEDB. The task is: Regression. Given a peptide amino acid sequence and an MHC pseudo amino acid sequence, predict their binding affinity value. This is MHC class II binding data. The peptide sequence is NYPIVQNLQGQMVHQAISPR. The MHC is HLA-DPA10301-DPB10402 with pseudo-sequence HLA-DPA10301-DPB10402. The binding affinity (normalized) is 0.429.